Dataset: Forward reaction prediction with 1.9M reactions from USPTO patents (1976-2016). Task: Predict the product of the given reaction. Given the reactants Cl[C:2]1[N:7]=[C:6]([NH:8][C:9]2[CH:25]=[CH:24][C:12]3[S:13][C:14]([C:17]4[CH:22]=[CH:21][N:20]=[C:19]([NH2:23])[N:18]=4)=[C:15]([CH3:16])[C:11]=3[CH:10]=2)[CH:5]=[CH:4][N:3]=1.C1C[O:29][CH2:28]C1.C[O-].[Na+], predict the reaction product. The product is: [CH3:28][O:29][C:2]1[N:7]=[C:6]([NH:8][C:9]2[CH:25]=[CH:24][C:12]3[S:13][C:14]([C:17]4[CH:22]=[CH:21][N:20]=[C:19]([NH2:23])[N:18]=4)=[C:15]([CH3:16])[C:11]=3[CH:10]=2)[CH:5]=[CH:4][N:3]=1.